From a dataset of Reaction yield outcomes from USPTO patents with 853,638 reactions. Predict the reaction yield, written as a fraction of the theoretical maximum amount of product (1.0 means a 100% yield; for example, 0.34 means a 34% yield). (1) The reactants are [S:1]1[CH:5]=[C:4]([CH:6]([NH:10][C:11]2[CH:16]=[CH:15][CH:14]=[C:13]([O:17][CH3:18])[CH:12]=2)[C:7]([OH:9])=[O:8])[C:3]2[CH:19]=[CH:20][CH:21]=[CH:22][C:2]1=2.[N:23]12[CH2:30][CH2:29][CH:26]([CH2:27][CH2:28]1)[C@@H:25](O)[CH2:24]2.C1CCC(N=C=NC2CCCCC2)CC1.C1C=CC2N(O)N=NC=2C=1. The catalyst is C1COCC1. The product is [S:1]1[CH:5]=[C:4]([CH:6]([NH:10][C:11]2[CH:16]=[CH:15][CH:14]=[C:13]([O:17][CH3:18])[CH:12]=2)[C:7]([O:9][C@@H:25]2[CH:26]3[CH2:29][CH2:30][N:23]([CH2:28][CH2:27]3)[CH2:24]2)=[O:8])[C:3]2[CH:19]=[CH:20][CH:21]=[CH:22][C:2]1=2. The yield is 0.155. (2) The reactants are C(OC([N:8]1[CH2:13][CH2:12][CH2:11][CH2:10][CH:9]1[CH2:14][NH:15][C:16]1[CH:21]=[CH:20][N:19]=[C:18]([NH:22][C:23]2[CH:28]=[CH:27][CH:26]=[C:25]([Cl:29])[CH:24]=2)[N:17]=1)=O)(C)(C)C. The catalyst is FC(F)(F)C(O)=O. The product is [Cl:29][C:25]1[CH:24]=[C:23]([NH:22][C:18]2[N:17]=[C:16]([NH:15][CH2:14][CH:9]3[CH2:10][CH2:11][CH2:12][CH2:13][NH:8]3)[CH:21]=[CH:20][N:19]=2)[CH:28]=[CH:27][CH:26]=1. The yield is 0.0700. (3) The reactants are C(NC(C)C)(C)C.[Br:8][C:9]1[CH:14]=[CH:13][C:12]([O:15][CH3:16])=[C:11]([F:17])[CH:10]=1.CN(C)[CH:20]=[O:21]. The yield is 0.580. The product is [Br:8][C:9]1[C:10]([CH:20]=[O:21])=[C:11]([F:17])[C:12]([O:15][CH3:16])=[CH:13][CH:14]=1. The catalyst is O1CCCC1.